From a dataset of NCI-60 drug combinations with 297,098 pairs across 59 cell lines. Regression. Given two drug SMILES strings and cell line genomic features, predict the synergy score measuring deviation from expected non-interaction effect. (1) Drug 1: CCCS(=O)(=O)NC1=C(C(=C(C=C1)F)C(=O)C2=CNC3=C2C=C(C=N3)C4=CC=C(C=C4)Cl)F. Drug 2: CN(C)C1=NC(=NC(=N1)N(C)C)N(C)C. Cell line: SW-620. Synergy scores: CSS=-19.1, Synergy_ZIP=10.9, Synergy_Bliss=-5.42, Synergy_Loewe=-26.1, Synergy_HSA=-25.4. (2) Drug 1: CC1CC2CCC3C(=C)CC(O3)CCC45CC6C(O4)C7C(O6)C(O5)C8C(O7)CCC(O8)CC(=O)CC9C(CC(C1=C)O2)OC(C9OC)CC(CN)O.CS(=O)(=O)O. Drug 2: CC1C(C(CC(O1)OC2CC(CC3=C2C(=C4C(=C3O)C(=O)C5=C(C4=O)C(=CC=C5)OC)O)(C(=O)CO)O)N)O.Cl. Cell line: SK-OV-3. Synergy scores: CSS=29.8, Synergy_ZIP=-6.09, Synergy_Bliss=-7.22, Synergy_Loewe=-3.82, Synergy_HSA=-2.60.